Task: Regression. Given a peptide amino acid sequence and an MHC pseudo amino acid sequence, predict their binding affinity value. This is MHC class I binding data.. Dataset: Peptide-MHC class I binding affinity with 185,985 pairs from IEDB/IMGT (1) The peptide sequence is SIMETIDPV. The MHC is HLA-A02:01 with pseudo-sequence HLA-A02:01. The binding affinity (normalized) is 0.809. (2) The peptide sequence is LEMNDAPTA. The MHC is HLA-A02:16 with pseudo-sequence HLA-A02:16. The binding affinity (normalized) is 0.0847. (3) The binding affinity (normalized) is 0.315. The MHC is HLA-B18:01 with pseudo-sequence HLA-B18:01. The peptide sequence is WEPEFYEAMY. (4) The peptide sequence is LEFIHSQGF. The MHC is HLA-B15:03 with pseudo-sequence HLA-B15:03. The binding affinity (normalized) is 0.567. (5) The MHC is HLA-A29:02 with pseudo-sequence HLA-A29:02. The peptide sequence is MHGHGKHIL. The binding affinity (normalized) is 0.0847. (6) The peptide sequence is SLILLECFVRS. The MHC is H-2-Db with pseudo-sequence H-2-Db. The binding affinity (normalized) is 0.135. (7) The peptide sequence is AVREATAAF. The MHC is BoLA-D18.4 with pseudo-sequence BoLA-D18.4. The binding affinity (normalized) is 0.521.